From a dataset of Forward reaction prediction with 1.9M reactions from USPTO patents (1976-2016). Predict the product of the given reaction. Given the reactants [Cl:1][C:2]1[N:7]=[C:6](Cl)[CH:5]=[C:4]([C:9]2[S:10][CH:11]=[CH:12][C:13]=2[Cl:14])[N:3]=1.[CH3:15][N:16]1[CH2:21][CH2:20][NH:19][CH2:18][CH2:17]1, predict the reaction product. The product is: [Cl:1][C:2]1[N:3]=[C:4]([C:9]2[S:10][CH:11]=[CH:12][C:13]=2[Cl:14])[CH:5]=[C:6]([N:19]2[CH2:20][CH2:21][N:16]([CH3:15])[CH2:17][CH2:18]2)[N:7]=1.